From a dataset of Reaction yield outcomes from USPTO patents with 853,638 reactions. Predict the reaction yield, written as a fraction of the theoretical maximum amount of product (1.0 means a 100% yield; for example, 0.34 means a 34% yield). The reactants are [Cl:1][C:2]1[CH:7]=[CH:6][C:5]([C:8]#[CH:9])=[CH:4][CH:3]=1.[CH2:10]([Sn:14]([CH2:22][CH2:23][CH2:24][CH3:25])([CH2:18][CH2:19][CH2:20][CH3:21])N(C)C)[CH2:11][CH2:12][CH3:13]. No catalyst specified. The product is [CH2:22]([Sn:14]([CH2:10][CH2:11][CH2:12][CH3:13])([CH2:18][CH2:19][CH2:20][CH3:21])[C:9]#[C:8][C:5]1[CH:6]=[CH:7][C:2]([Cl:1])=[CH:3][CH:4]=1)[CH2:23][CH2:24][CH3:25]. The yield is 0.950.